The task is: Predict the reactants needed to synthesize the given product.. This data is from Full USPTO retrosynthesis dataset with 1.9M reactions from patents (1976-2016). Given the product [CH:26]12[CH2:4][CH:23]([CH:24]=[CH:25]1)[CH2:22][CH:21]2[CH:7]1[CH2:30][CH:29]2[CH2:5][CH:6]1[CH2:32][CH2:28]2, predict the reactants needed to synthesize it. The reactants are: CC[NH+]=[C:4]1[C:26]2[C:21](=[CH:22][CH:23]=[CH:24][CH:25]=2)[C:7]2=NC3C=CC(N(CC)CC)=CC=3O[C:6]2=[CH:5]1.[Cl-].[CH2:28]1[CH:32]2[C@@H]3[CH:30]=[CH:29][C@H:28](C2[CH:30]=[CH:29]1)[CH2:32]3.